Dataset: Reaction yield outcomes from USPTO patents with 853,638 reactions. Task: Predict the reaction yield, written as a fraction of the theoretical maximum amount of product (1.0 means a 100% yield; for example, 0.34 means a 34% yield). (1) The reactants are [OH:1][C:2]1[CH:6]=[CH:5][S:4][C:3]=1[C:7]([O:9][CH3:10])=[O:8].[CH2:11](Br)[C:12]1[CH:17]=[CH:16][CH:15]=[CH:14][CH:13]=1.C([O-])([O-])=O.[K+].[K+]. The catalyst is CC(C)=O. The product is [CH2:11]([O:1][C:2]1[CH:6]=[CH:5][S:4][C:3]=1[C:7]([O:9][CH3:10])=[O:8])[C:12]1[CH:17]=[CH:16][CH:15]=[CH:14][CH:13]=1. The yield is 1.00. (2) The reactants are Cl[C:2]1[CH:7]=[N:6][CH:5]=[C:4](Cl)[N:3]=1.[CH2:9]([NH:11][CH2:12][CH2:13][CH2:14][NH2:15])[CH3:10].C[O:17][C:18](=[O:30])/[CH:19]=[CH:20]/[C:21]1[CH:22]=[C:23](B(O)O)[CH:24]=[CH:25][CH:26]=1.C([O-])([O-])=O.[Na+].[Na+]. The catalyst is ClCCl.CN(C=O)C.CO. The product is [CH2:9]([NH:11][CH2:12][CH2:13][CH2:14][NH:15][C:2]1[N:3]=[C:4]([C:23]2[CH:22]=[C:21](/[CH:20]=[CH:19]/[C:18]([OH:30])=[O:17])[CH:26]=[CH:25][CH:24]=2)[CH:5]=[N:6][CH:7]=1)[CH3:10]. The yield is 0.130. (3) The reactants are C(O)(C(F)(F)F)=O.[NH2:8][CH2:9][CH2:10][NH:11][C:12](=[O:32])[C:13]([O:16][C:17]1[CH:22]=[CH:21][C:20]([C:23](=[O:31])[C:24]2[CH:29]=[CH:28][C:27]([Cl:30])=[CH:26][CH:25]=2)=[CH:19][CH:18]=1)([CH3:15])[CH3:14].[C:33](O)(=[O:55])[CH2:34][CH2:35]/[CH:36]=[CH:37]\[CH2:38]/[CH:39]=[CH:40]\[CH2:41]/[CH:42]=[CH:43]\[CH2:44]/[CH:45]=[CH:46]\[CH2:47]/[CH:48]=[CH:49]\[CH2:50]/[CH:51]=[CH:52]\[CH2:53][CH3:54].CN(C(ON1N=NC2C=CC=NC1=2)=[N+](C)C)C.F[P-](F)(F)(F)(F)F.CCN(C(C)C)C(C)C. The catalyst is CC#N.CCOC(C)=O. The product is [Cl:30][C:27]1[CH:28]=[CH:29][C:24]([C:23]([C:20]2[CH:21]=[CH:22][C:17]([O:16][C:13]([CH3:15])([CH3:14])[C:12]([NH:11][CH2:10][CH2:9][NH:8][C:33](=[O:55])[CH2:34][CH2:35]/[CH:36]=[CH:37]\[CH2:38]/[CH:39]=[CH:40]\[CH2:41]/[CH:42]=[CH:43]\[CH2:44]/[CH:45]=[CH:46]\[CH2:47]/[CH:48]=[CH:49]\[CH2:50]/[CH:51]=[CH:52]\[CH2:53][CH3:54])=[O:32])=[CH:18][CH:19]=2)=[O:31])=[CH:25][CH:26]=1. The yield is 0.430. (4) The yield is 0.360. The catalyst is O1CCOCC1. The product is [Cl:1][C:2]1[N:7]=[CH:6][N:5]=[C:4]2[C:3]=1[N:9]=[C:19]([CH2:18][C:12]1[C:11]([Cl:10])=[CH:16][CH:15]=[CH:14][C:13]=1[Cl:17])[NH:8]2. The reactants are [Cl:1][C:2]1[N:7]=[CH:6][N:5]=[C:4]([NH2:8])[C:3]=1[NH2:9].[Cl:10][C:11]1[CH:16]=[CH:15][CH:14]=[C:13]([Cl:17])[C:12]=1[CH2:18][CH:19]=O.